Dataset: Reaction yield outcomes from USPTO patents with 853,638 reactions. Task: Predict the reaction yield, written as a fraction of the theoretical maximum amount of product (1.0 means a 100% yield; for example, 0.34 means a 34% yield). The reactants are [CH3:1][O:2][C:3]([C:5]1[S:9][C:8]2[CH:10]=[C:11](Br)[CH:12]=[CH:13][C:7]=2[C:6]=1[O:15][CH2:16][C:17]([O:19][CH2:20][CH3:21])=[O:18])=[O:4].[CH:22]([C:24]1[CH:28]=[CH:27][S:26][C:25]=1B(O)O)=[O:23].[F-].[K+]. The catalyst is C1C=CC(/C=C/C(/C=C/C2C=CC=CC=2)=O)=CC=1.C1C=CC(/C=C/C(/C=C/C2C=CC=CC=2)=O)=CC=1.C1C=CC(/C=C/C(/C=C/C2C=CC=CC=2)=O)=CC=1.[Pd].[Pd]. The product is [CH3:1][O:2][C:3]([C:5]1[S:9][C:8]2[CH:10]=[C:11]([C:25]3[S:26][CH:27]=[CH:28][C:24]=3[CH:22]=[O:23])[CH:12]=[CH:13][C:7]=2[C:6]=1[O:15][CH2:16][C:17]([O:19][CH2:20][CH3:21])=[O:18])=[O:4]. The yield is 0.810.